Dataset: Peptide-MHC class II binding affinity with 134,281 pairs from IEDB. Task: Regression. Given a peptide amino acid sequence and an MHC pseudo amino acid sequence, predict their binding affinity value. This is MHC class II binding data. (1) The peptide sequence is YFQCFKSILLIMNAN. The MHC is DRB1_0701 with pseudo-sequence DRB1_0701. The binding affinity (normalized) is 0.634. (2) The peptide sequence is YLGYVIRDLAAMDGG. The MHC is DRB4_0103 with pseudo-sequence DRB4_0103. The binding affinity (normalized) is 0.547. (3) The peptide sequence is GELQVVDKIDAAFKI. The MHC is DRB3_0101 with pseudo-sequence DRB3_0101. The binding affinity (normalized) is 0.767.